From a dataset of Reaction yield outcomes from USPTO patents with 853,638 reactions. Predict the reaction yield, written as a fraction of the theoretical maximum amount of product (1.0 means a 100% yield; for example, 0.34 means a 34% yield). (1) The reactants are C[O:2][C:3]([C:5]1[CH:6]=[CH:7][C:8]2[N:9]([CH:11]=[C:12]([C:14]3[CH:19]=[CH:18][C:17]([F:20])=[CH:16][CH:15]=3)[N:13]=2)[CH:10]=1)=[O:4].C(O)(=O)C. The catalyst is Br. The product is [F:20][C:17]1[CH:16]=[CH:15][C:14]([C:12]2[N:13]=[C:8]3[CH:7]=[CH:6][C:5]([C:3]([OH:4])=[O:2])=[CH:10][N:9]3[CH:11]=2)=[CH:19][CH:18]=1. The yield is 0.380. (2) The reactants are C([O:8][CH2:9][CH2:10][CH2:11][N:12]1[C:20]2[C:15](=[CH:16][CH:17]=[CH:18][CH:19]=2)[C:14]2([C:24]3=[CH:25][C:26]4[O:30][CH2:29][O:28][C:27]=4[CH:31]=[C:23]3[O:22][CH2:21]2)[C:13]1=[O:32])C1C=CC=CC=1.[H][H]. The catalyst is CO.[Pd]. The product is [OH:8][CH2:9][CH2:10][CH2:11][N:12]1[C:20]2[C:15](=[CH:16][CH:17]=[CH:18][CH:19]=2)[C:14]2([C:24]3=[CH:25][C:26]4[O:30][CH2:29][O:28][C:27]=4[CH:31]=[C:23]3[O:22][CH2:21]2)[C:13]1=[O:32]. The yield is 0.980. (3) The reactants are C([O-])([O-])=O.[K+].[K+].Br[CH2:8][CH2:9][CH2:10][Cl:11].[C:12]([NH:16][C:17]([CH3:20])([CH3:19])[CH3:18])([CH3:15])([CH3:14])[CH3:13]. The catalyst is C1CCCCC1. The product is [C:12]([N:16]([CH2:8][CH2:9][CH2:10][Cl:11])[C:17]([CH3:20])([CH3:19])[CH3:18])([CH3:15])([CH3:14])[CH3:13]. The yield is 0.510. (4) The reactants are [Cl:1][C:2]1[C:48]([F:49])=[CH:47][CH:46]=[CH:45][C:3]=1[CH2:4][NH:5][C:6](=[O:44])[N:7]([C@H:9]([CH2:27][O:28][C:29](=[O:43])[NH:30][C:31]1[CH:35]=[C:34]([C:36]2[CH:41]=[CH:40][CH:39]=[C:38]([F:42])[CH:37]=2)[O:33][N:32]=1)[CH2:10][CH2:11][C:12]([N:14]1[CH2:19][CH2:18][N:17](C(OC(C)(C)C)=O)[CH2:16][CH2:15]1)=[O:13])[CH3:8].Cl.O1CCOCC1. The catalyst is CO. The product is [F:42][C:38]1[CH:37]=[C:36]([C:34]2[O:33][N:32]=[C:31]([NH:30][C:29](=[O:43])[O:28][CH2:27][C@@H:9]([N:7]([CH3:8])[C:6]([NH:5][CH2:4][C:3]3[CH:45]=[CH:46][CH:47]=[C:48]([F:49])[C:2]=3[Cl:1])=[O:44])[CH2:10][CH2:11][C:12](=[O:13])[N:14]3[CH2:15][CH2:16][NH:17][CH2:18][CH2:19]3)[CH:35]=2)[CH:41]=[CH:40][CH:39]=1. The yield is 0.900. (5) The reactants are [C:1]1([NH:7][OH:8])[CH:6]=[CH:5][CH:4]=[CH:3][CH:2]=1.[CH:9](=O)/[CH:10]=[CH:11]/[C:12]1[CH:17]=[CH:16][CH:15]=[CH:14][CH:13]=1. The catalyst is C(O)C. The product is [C:12]1(/[CH:11]=[CH:10]/[CH:9]=[N+:7]([C:1]2[CH:6]=[CH:5][CH:4]=[CH:3][CH:2]=2)[O-:8])[CH:17]=[CH:16][CH:15]=[CH:14][CH:13]=1. The yield is 0.760. (6) The reactants are N.[Li].[OH:3][C@H:4]1[C@:8]2([CH3:22])[CH2:9][C@H:10]3[C@H:19]([CH2:20][C@H:7]2[CH2:6][CH2:5]1)[C@@H:18]1[C:13](=[CH:14][C:15](=[O:21])[CH2:16][CH2:17]1)[CH2:12][CH2:11]3.[NH4+].[Cl-]. The catalyst is C1COCC1. The product is [OH:3][C@H:4]1[C@:8]2([CH3:22])[CH2:9][C@H:10]3[C@H:19]([CH2:20][C@H:7]2[CH2:6][CH2:5]1)[C@@H:18]1[C@H:13]([CH2:14][C:15](=[O:21])[CH2:16][CH2:17]1)[CH2:12][CH2:11]3. The yield is 0.750. (7) The reactants are C(OC([N:8]1[CH2:12][CH2:11][CH2:10][CH:9]1[C:13](=[O:32])[NH:14][C:15]1[CH:20]=[CH:19][C:18]([C:21]2[CH:26]=[CH:25][CH:24]=[CH:23][C:22]=2[S:27]([CH3:30])(=[O:29])=[O:28])=[CH:17][C:16]=1[F:31])=O)(C)(C)C.FC(F)(F)C(O)=O. The catalyst is C(Cl)Cl.C(Cl)(Cl)Cl. The product is [F:31][C:16]1[CH:17]=[C:18]([C:21]2[CH:26]=[CH:25][CH:24]=[CH:23][C:22]=2[S:27]([CH3:30])(=[O:28])=[O:29])[CH:19]=[CH:20][C:15]=1[NH:14][C:13]([CH:9]1[CH2:10][CH2:11][CH2:12][NH:8]1)=[O:32]. The yield is 1.00.